This data is from Full USPTO retrosynthesis dataset with 1.9M reactions from patents (1976-2016). The task is: Predict the reactants needed to synthesize the given product. (1) Given the product [CH3:3][C:2]([C:4]([O:6][CH2:7][CH:8]([OH:37])[CH2:9][O:10][C:11]1[CH:16]=[CH:15][C:14]([C:17]([C:20]2[CH:25]=[CH:24][C:23]([O:26][CH2:27][CH:28]([OH:36])[CH2:29][O:30][C:31]([C:33]([CH3:35])=[CH2:34])=[O:32])=[CH:22][CH:21]=2)([CH3:18])[CH3:19])=[CH:13][CH:12]=1)=[O:5])=[CH2:1].[CH3:40][C:39]([C:41]([O:43][CH2:44][CH2:45][O:46][CH2:47][CH2:48][O:49][CH2:50][CH2:51][O:52][C:53]([C:55]([CH3:57])=[CH2:56])=[O:54])=[O:42])=[CH2:38], predict the reactants needed to synthesize it. The reactants are: [CH3:1][C:2]([C:4]([O:6][CH2:7][CH:8]([OH:37])[CH2:9][O:10][C:11]1[CH:16]=[CH:15][C:14]([C:17]([C:20]2[CH:25]=[CH:24][C:23]([O:26][CH2:27][CH:28]([OH:36])[CH2:29][O:30][C:31]([C:33]([CH3:35])=[CH2:34])=[O:32])=[CH:22][CH:21]=2)([CH3:19])[CH3:18])=[CH:13][CH:12]=1)=[O:5])=[CH2:3].[CH3:38][C:39]([C:41]([O:43][CH2:44][CH2:45][O:46][CH2:47][CH2:48][O:49][CH2:50][CH2:51][O:52][C:53]([C:55]([CH3:57])=[CH2:56])=[O:54])=[O:42])=[CH2:40].C12(C)C(C)(C)C(CC1)C(=O)C2=O.C(OCCC[Si](OC)(OC)OC)(=O)C(C)=C. (2) Given the product [CH3:1][O:2][C:3]1[CH:4]=[C:5]2[C:10](=[CH:11][CH:12]=1)[CH:9]=[C:8]([C@H:13]([CH3:17])[C:14]([O:16][C@@H:27]1[CH2:26][O:25][CH:24]3[CH:28]1[O:29][CH:22]([O:21][N+:18]([O-:20])=[O:19])[CH2:23]3)=[O:15])[CH:7]=[CH:6]2, predict the reactants needed to synthesize it. The reactants are: [CH3:1][O:2][C:3]1[CH:4]=[C:5]2[C:10](=[CH:11][CH:12]=1)[CH:9]=[C:8]([C@H:13]([CH3:17])[C:14]([OH:16])=[O:15])[CH:7]=[CH:6]2.[N+:18]([O:21][CH:22]1[O:29][CH:28]2[CH:24]([O:25][CH2:26][C@@H:27]2O)[CH2:23]1)([O-:20])=[O:19].Cl.CN(C)CCCN=C=NCC. (3) Given the product [Cl:22][C:23]1[C:28]2[C:29]([CH:32]([CH3:34])[CH3:33])=[N:30][N:31]([CH:6]3[CH2:5][CH2:4][CH2:3][CH2:2][O:1]3)[C:27]=2[CH:26]=[CH:25][N:24]=1, predict the reactants needed to synthesize it. The reactants are: [O:1]1[CH:6]=[CH:5][CH2:4][CH2:3][CH2:2]1.C12(CS(O)(=O)=O)C(C)(C)C(CC1)CC2=O.[Cl:22][C:23]1[C:28]2[C:29]([CH:32]([CH3:34])[CH3:33])=[N:30][NH:31][C:27]=2[CH:26]=[CH:25][N:24]=1. (4) Given the product [Cl:18][C:6]1[C:7]([NH:10][CH2:11][C:12]2[CH:17]=[CH:16][CH:15]=[CH:14][N:13]=2)=[N:8][CH:9]=[C:4]([N+:1]([O-:3])=[O:2])[CH:5]=1, predict the reactants needed to synthesize it. The reactants are: [N+:1]([C:4]1[CH:5]=[CH:6][C:7]([NH:10][CH2:11][C:12]2[CH:17]=[CH:16][CH:15]=[CH:14][N:13]=2)=[N:8][CH:9]=1)([O-:3])=[O:2].[Cl:18]N1C(=O)CCC1=O. (5) Given the product [CH3:10][C:11]1[CH:12]=[CH:13][C:14]2[N:15]([CH:2]=[C:3]([C:4]([O:6][CH2:7][CH3:8])=[O:5])[N:17]=2)[CH:16]=1, predict the reactants needed to synthesize it. The reactants are: Br[CH2:2][C:3](=O)[C:4]([O:6][CH2:7][CH3:8])=[O:5].[CH3:10][C:11]1[CH:12]=[CH:13][C:14]([NH2:17])=[N:15][CH:16]=1. (6) Given the product [CH2:1]([O:5][C:6]([N:8]1[CH2:13][CH2:12][N:11]([C:14](=[O:51])[C@@H:15]([NH:21][C:22]([C:24]2[CH:28]=[C:27]([O:29][CH2:30][C:31]([N:33]3[CH2:37][CH2:36][CH2:35][C@H:34]3[C:38](=[O:44])[NH:39][CH:40]3[CH2:43][CH2:42][CH2:41]3)=[O:32])[N:26]([C:45]3[CH:50]=[CH:49][CH:48]=[CH:47][CH:46]=3)[N:25]=2)=[O:23])[CH2:16][CH2:17][C:18]([O:20][CH2:52][CH3:53])=[O:19])[CH2:10][CH2:9]1)=[O:7])[CH2:2][CH2:3][CH3:4], predict the reactants needed to synthesize it. The reactants are: [CH2:1]([O:5][C:6]([N:8]1[CH2:13][CH2:12][N:11]([C:14](=[O:51])[C@@H:15]([NH:21][C:22]([C:24]2[CH:28]=[C:27]([O:29][CH2:30][C:31]([N:33]3[CH2:37][CH2:36][CH2:35][C@H:34]3[C:38](=[O:44])[NH:39][CH:40]3[CH2:43][CH2:42][CH2:41]3)=[O:32])[N:26]([C:45]3[CH:50]=[CH:49][CH:48]=[CH:47][CH:46]=3)[N:25]=2)=[O:23])[CH2:16][CH2:17][C:18]([OH:20])=[O:19])[CH2:10][CH2:9]1)=[O:7])[CH2:2][CH2:3][CH3:4].[CH2:52](Cl)[CH2:53]Cl.C(O)C.